The task is: Predict which catalyst facilitates the given reaction.. This data is from Catalyst prediction with 721,799 reactions and 888 catalyst types from USPTO. (1) Reactant: [O:1]=[C:2]1[C:7]2[C:8]([C:17]3[CH:18]=[C:19]([C:22]([OH:24])=O)[S:20][CH:21]=3)=[N:9][N:10]([CH:11]3[CH2:16][CH2:15][O:14][CH2:13][CH2:12]3)[C:6]=2[CH:5]=[CH:4][NH:3]1.CC[N:27]=C=NCCCN(C)C.Cl.O. Product: [O:1]=[C:2]1[C:7]2[C:8]([C:17]3[CH:18]=[C:19]([C:22]([NH2:27])=[O:24])[S:20][CH:21]=3)=[N:9][N:10]([CH:11]3[CH2:12][CH2:13][O:14][CH2:15][CH2:16]3)[C:6]=2[CH:5]=[CH:4][NH:3]1. The catalyst class is: 3. (2) Reactant: [CH:1]1([CH2:4][OH:5])[CH2:3][CH2:2]1.[H-].[Na+].[NH2:8][C:9]1[CH:14]=[CH:13][N:12]=[C:11](Cl)[N:10]=1.[Na+].[Cl-]. The catalyst class is: 18. Product: [CH:1]1([CH2:4][O:5][C:11]2[N:10]=[C:9]([NH2:8])[CH:14]=[CH:13][N:12]=2)[CH2:3][CH2:2]1. (3) Reactant: [F:1][C:2]1[CH:10]=[C:9]2[C:5]([CH:6]=[N:7][N:8]2[C:11]([C:17]2[CH:22]=[CH:21][C:20]([C:23]([F:26])([F:25])[F:24])=[CH:19][CH:18]=2)([CH2:15][CH3:16])[CH:12]([OH:14])[CH3:13])=[C:4]([N:27](S(C)(=O)=O)[S:28]([CH3:31])(=[O:30])=[O:29])[CH:3]=1.[OH-].[Na+]. Product: [F:1][C:2]1[CH:10]=[C:9]2[C:5]([CH:6]=[N:7][N:8]2[C:11]([C:17]2[CH:18]=[CH:19][C:20]([C:23]([F:25])([F:24])[F:26])=[CH:21][CH:22]=2)([CH2:15][CH3:16])[CH:12]([OH:14])[CH3:13])=[C:4]([NH:27][S:28]([CH3:31])(=[O:29])=[O:30])[CH:3]=1. The catalyst class is: 24. (4) Reactant: Cl.C(N=C=NCCCN(C)C)C.[O:13]=[C:14]1[NH:22][C:17]2=[N:18][CH:19]=[CH:20][CH:21]=[C:16]2[C@@:15]21[CH2:33][C:25]1=[N:26][CH:27]=[C:28]([C:30](O)=[O:31])[CH:29]=[C:24]1[CH2:23]2.Cl.[NH2:35][C@H:36]1[CH2:41][C@@H:40]([C:42]2[CH:47]=[CH:46][CH:45]=[CH:44][C:43]=2[CH3:48])[C@@H:39]([CH3:49])[N:38]([CH2:50][C:51]([F:54])([F:53])[F:52])[C:37]1=[O:55].N1C2C(=NC=CC=2)N(O)N=1.C(N(CC)CC)C. Product: [CH3:49][C@H:39]1[N:38]([CH2:50][C:51]([F:53])([F:54])[F:52])[C:37](=[O:55])[C@@H:36]([NH:35][C:30]([C:28]2[CH:29]=[C:24]3[CH2:23][C@@:15]4([C:16]5[C:17](=[N:18][CH:19]=[CH:20][CH:21]=5)[NH:22][C:14]4=[O:13])[CH2:33][C:25]3=[N:26][CH:27]=2)=[O:31])[CH2:41][C@H:40]1[C:42]1[CH:47]=[CH:46][CH:45]=[CH:44][C:43]=1[CH3:48]. The catalyst class is: 3. (5) Reactant: Br[CH2:2][C:3]1[CH:12]=[CH:11][C:10]2[C:5](=[CH:6][CH:7]=[CH:8][CH:9]=2)[CH:4]=1.[S:13]([O-:16])([O-:15])=[O:14].[Na+:17].[Na+]. Product: [CH:4]1[C:5]2[C:10](=[CH:9][CH:8]=[CH:7][CH:6]=2)[CH:11]=[CH:12][C:3]=1[CH2:2][S:13]([O-:16])(=[O:15])=[O:14].[Na+:17]. The catalyst class is: 6.